This data is from Reaction yield outcomes from USPTO patents with 853,638 reactions. The task is: Predict the reaction yield, written as a fraction of the theoretical maximum amount of product (1.0 means a 100% yield; for example, 0.34 means a 34% yield). (1) The reactants are CO[C:3](=[O:28])[C:4]1[CH:9]=[CH:8][C:7]([O:10][CH2:11][C:12]2[C:13]([C:21]3[CH:26]=[CH:25][C:24]([F:27])=[CH:23][CH:22]=3)=[N:14][O:15][C:16]=2[C:17]([F:20])([F:19])[F:18])=[N:6][CH:5]=1.[CH:29]([NH2:32])([CH3:31])[CH3:30]. No catalyst specified. The product is [F:27][C:24]1[CH:25]=[CH:26][C:21]([C:13]2[C:12]([CH2:11][O:10][C:7]3[CH:8]=[CH:9][C:4]([C:3]([NH:32][CH:29]([CH3:31])[CH3:30])=[O:28])=[CH:5][N:6]=3)=[C:16]([C:17]([F:18])([F:20])[F:19])[O:15][N:14]=2)=[CH:22][CH:23]=1. The yield is 0.970. (2) The reactants are [F:1][CH2:2][CH2:3][O:4][CH2:5][CH2:6][O:7][CH2:8][CH2:9][O:10][C:11]1[CH:16]=[CH:15][C:14](/[CH:17]=[CH:18]/[C:19]2[CH:24]=[CH:23][C:22]([N+:25]([O-])=O)=[CH:21][CH:20]=2)=[CH:13][N:12]=1.Cl.[OH-].[Na+].ClCCl. The catalyst is C(O)C. The product is [F:1][CH2:2][CH2:3][O:4][CH2:5][CH2:6][O:7][CH2:8][CH2:9][O:10][C:11]1[CH:16]=[CH:15][C:14](/[CH:17]=[CH:18]/[C:19]2[CH:24]=[CH:23][C:22]([NH2:25])=[CH:21][CH:20]=2)=[CH:13][N:12]=1. The yield is 0.580. (3) The reactants are [CH3:1][O:2][C:3]1[CH:30]=[CH:29][CH:28]=[CH:27][C:4]=1[C:5]([NH:7][C:8]1[CH:13]=[CH:12][C:11]([C:14]2[CH2:15][CH2:16][N:17]([CH2:20][CH2:21][NH:22][CH3:23])[CH2:18][CH:19]=2)=[CH:10][C:9]=1[N+:24]([O-])=O)=[O:6]. The catalyst is CO.C(O)(=O)C.[Zn]. The product is [NH2:24][C:9]1[CH:10]=[C:11]([C:14]2[CH2:19][CH2:18][N:17]([CH2:20][CH2:21][NH:22][CH3:23])[CH2:16][CH:15]=2)[CH:12]=[CH:13][C:8]=1[NH:7][C:5](=[O:6])[C:4]1[CH:27]=[CH:28][CH:29]=[CH:30][C:3]=1[O:2][CH3:1]. The yield is 0.270. (4) The reactants are CC1(C)COB([C:8]2[CH:13]=[CH:12][C:11]([O:14][CH:15]3[CH2:18][O:17][CH2:16]3)=[CH:10][CH:9]=2)OC1.Br[C:21]1[CH:22]=[C:23]2[C:27](=[CH:28][C:29]=1[Cl:30])[NH:26][CH:25]=[C:24]2[CH:31]=[O:32].C(=O)([O-])[O-].[K+].[K+].C1(C)C=CC=CC=1. The catalyst is C(O)C.C1C=CC(P(C2C=CC=CC=2)[C-]2C=CC=C2)=CC=1.C1C=CC(P(C2C=CC=CC=2)[C-]2C=CC=C2)=CC=1.Cl[Pd]Cl.[Fe+2].C(OCC)(=O)C. The product is [Cl:30][C:29]1[CH:28]=[C:27]2[C:23]([C:24]([CH:31]=[O:32])=[CH:25][NH:26]2)=[CH:22][C:21]=1[C:8]1[CH:9]=[CH:10][C:11]([O:14][CH:15]2[CH2:16][O:17][CH2:18]2)=[CH:12][CH:13]=1. The yield is 0.870. (5) The reactants are [NH2:1][C:2]1[CH:9]=[C:8]([CH3:10])[C:5]([C:6]#[N:7])=[C:4]([CH3:11])[N:3]=1.[C:12](N1C=CC=CC1=O)(N1C=CC=CC1=O)=[S:13]. The catalyst is ClCCl. The product is [N:1]([C:2]1[CH:9]=[C:8]([CH3:10])[C:5]([C:6]#[N:7])=[C:4]([CH3:11])[N:3]=1)=[C:12]=[S:13]. The yield is 0.830. (6) The reactants are C(Cl)CCl.C1C=CC2N(O)N=[N:11]C=2C=1.[N:15]1([CH2:21][C:22]([OH:24])=O)[CH2:20][CH2:19][O:18][CH2:17][CH2:16]1.C(N(CC)CC)C. The catalyst is CN(C=O)C. The product is [N:15]1([CH2:21][C:22]([NH2:11])=[O:24])[CH2:20][CH2:19][O:18][CH2:17][CH2:16]1. The yield is 0.330.